This data is from Catalyst prediction with 721,799 reactions and 888 catalyst types from USPTO. The task is: Predict which catalyst facilitates the given reaction. (1) Reactant: [CH:1]1[C:10]2[C:5](=[CH:6][C:7]([C:11]3[O:15][C:14]([CH2:16][CH2:17][C@@H:18]([NH:30]C(=O)OC(C)(C)C)[CH2:19][C:20]4[CH:25]=[CH:24][C:23]([C:26]([F:29])([F:28])[F:27])=[CH:22][CH:21]=4)=[N:13][N:12]=3)=[CH:8][CH:9]=2)[CH:4]=[CH:3][N:2]=1.C(O)(C(F)(F)F)=O. Product: [CH:1]1[C:10]2[C:5](=[CH:6][C:7]([C:11]3[O:15][C:14]([CH2:16][CH2:17][C@@H:18]([NH2:30])[CH2:19][C:20]4[CH:25]=[CH:24][C:23]([C:26]([F:27])([F:29])[F:28])=[CH:22][CH:21]=4)=[N:13][N:12]=3)=[CH:8][CH:9]=2)[CH:4]=[CH:3][N:2]=1. The catalyst class is: 2. (2) Reactant: [N+:1]([C:4]1[CH:12]=[CH:11][CH:10]=[C:9]2[C:5]=1[CH:6]=[CH:7][N:8]2[CH2:13][C:14]1[CH:19]=[CH:18][N:17]=[C:16]2[NH:20][CH:21]=[CH:22][C:15]=12)([O-:3])=[O:2].[CH3:23][C:24]([O:27][C:28](O[C:28]([O:27][C:24]([CH3:26])([CH3:25])[CH3:23])=[O:29])=[O:29])([CH3:26])[CH3:25]. Product: [N+:1]([C:4]1[CH:12]=[CH:11][CH:10]=[C:9]2[C:5]=1[CH:6]=[CH:7][N:8]2[CH2:13][C:14]1[CH:19]=[CH:18][N:17]=[C:16]2[N:20]([C:28]([O:27][C:24]([CH3:26])([CH3:25])[CH3:23])=[O:29])[CH:21]=[CH:22][C:15]=12)([O-:3])=[O:2]. The catalyst class is: 143. (3) Reactant: C[O:2][C:3](=[O:16])[CH2:4][CH2:5][CH2:6][NH:7][C:8]([C:10]1[CH:11]=[N:12][CH:13]=[CH:14][CH:15]=1)=[O:9].[Li+].[OH-].C(Cl)(Cl)Cl. Product: [N:12]1[CH:13]=[CH:14][CH:15]=[C:10]([C:8]([NH:7][CH2:6][CH2:5][CH2:4][C:3]([OH:16])=[O:2])=[O:9])[CH:11]=1. The catalyst class is: 20. (4) Reactant: [CH:1]([C:4]1[C:5]2[CH:6]=[C:7]3[CH:17]([CH2:18][C:19]([O:21][CH3:22])=[O:20])[CH2:16][CH2:15][N:8]3[C:9]=2[CH:10]=[C:11]([O:13]C)[CH:12]=1)([CH3:3])[CH3:2].B(Br)(Br)Br.CO.C([O-])(O)=O.[Na+]. The catalyst class is: 2. Product: [OH:13][C:11]1[CH:12]=[C:4]([CH:1]([CH3:3])[CH3:2])[C:5]2[CH:6]=[C:7]3[CH:17]([CH2:18][C:19]([O:21][CH3:22])=[O:20])[CH2:16][CH2:15][N:8]3[C:9]=2[CH:10]=1. (5) Reactant: Br[C:2]1[CH:7]=[C:6]([Br:8])[N:5]=[C:4]([C:9]([O:11][CH3:12])=[O:10])[C:3]=1[Cl:13].[N-:14]=[N+:15]=[N-:16].[Na+]. Product: [N:14]([C:2]1[CH:7]=[C:6]([Br:8])[N:5]=[C:4]([C:9]([O:11][CH3:12])=[O:10])[C:3]=1[Cl:13])=[N+:15]=[N-:16]. The catalyst class is: 18.